This data is from Peptide-MHC class I binding affinity with 185,985 pairs from IEDB/IMGT. The task is: Regression. Given a peptide amino acid sequence and an MHC pseudo amino acid sequence, predict their binding affinity value. This is MHC class I binding data. (1) The peptide sequence is QSYRQYRNY. The MHC is HLA-A31:01 with pseudo-sequence HLA-A31:01. The binding affinity (normalized) is 0.286. (2) The peptide sequence is YYLEKANKI. The MHC is HLA-B58:01 with pseudo-sequence HLA-B58:01. The binding affinity (normalized) is 0.0847. (3) The peptide sequence is YEAIEECLI. The MHC is Mamu-A11 with pseudo-sequence Mamu-A11. The binding affinity (normalized) is 1.00. (4) The peptide sequence is IDFLLQRWG. The MHC is HLA-A24:02 with pseudo-sequence HLA-A24:02. The binding affinity (normalized) is 0.